This data is from Forward reaction prediction with 1.9M reactions from USPTO patents (1976-2016). The task is: Predict the product of the given reaction. (1) Given the reactants [CH2:1]([N:3]([CH2:9][C:10]1[CH:15]=[C:14]([C:16]([F:19])([F:18])[F:17])[CH:13]=[CH:12][C:11]=1B1OC(C)(C)C(C)(C)O1)[C:4]([CH:6]1[CH2:8][CH2:7]1)=[O:5])[CH3:2].[CH3:29][O:30][C:31](=[O:41])[CH2:32][C:33]1[CH:38]=[C:37]([Cl:39])[CH:36]=[C:35](Br)[CH:34]=1, predict the reaction product. The product is: [CH3:29][O:30][C:31](=[O:41])[CH2:32][C:33]1[CH:34]=[C:35]([C:11]2[CH:12]=[CH:13][C:14]([C:16]([F:17])([F:18])[F:19])=[CH:15][C:10]=2[CH2:9][N:3]([C:4]([CH:6]2[CH2:7][CH2:8]2)=[O:5])[CH2:1][CH3:2])[CH:36]=[C:37]([Cl:39])[CH:38]=1. (2) Given the reactants [C:1](Cl)(=[O:3])[CH3:2].[F:5][CH:6]([F:34])[C:7]1[N:11]([C:12]2[N:17]=[C:16]([N:18]3[CH2:23][CH2:22][O:21][CH2:20][CH2:19]3)[N:15]=[C:14]([N:24]3[CH2:29][CH2:28][NH:27][CH2:26][CH2:25]3)[N:13]=2)[C:10]2[CH:30]=[CH:31][CH:32]=[CH:33][C:9]=2[N:8]=1.C1COCC1, predict the reaction product. The product is: [C:1]([N:27]1[CH2:26][CH2:25][N:24]([C:14]2[N:15]=[C:16]([N:18]3[CH2:19][CH2:20][O:21][CH2:22][CH2:23]3)[N:17]=[C:12]([N:11]3[C:10]4[CH:30]=[CH:31][CH:32]=[CH:33][C:9]=4[N:8]=[C:7]3[CH:6]([F:34])[F:5])[N:13]=2)[CH2:29][CH2:28]1)(=[O:3])[CH3:2]. (3) Given the reactants [CH:1]([C:5]1[C:6](O)=[C:7]([CH:10]=[C:11]([CH:13]=[CH:14][C:15]([C:17]2[CH:22]=[CH:21][C:20]([Cl:23])=[CH:19][CH:18]=2)=[O:16])[CH:12]=1)C=O)([CH2:3][CH3:4])[CH3:2].C(C1C(O)=C(C=C(/C=C/C(=O)C2C=CC(C)=CC=2)C=1)C=O)(CC)C.[C:49]([O:56][CH3:57])(=[O:55])[CH2:50][C:51]([O:53][CH3:54])=[O:52].CN1CCOCC1, predict the reaction product. The product is: [CH:1]([C:5]1[CH:12]=[C:11]([CH:13]=[CH:14][C:15]([C:17]2[CH:22]=[CH:21][C:20]([Cl:23])=[CH:19][CH:18]=2)=[O:16])[CH:10]=[C:7]2[C:54]=1[O:53][C:51](=[O:52])[C:50]([C:49]([O:56][CH3:57])=[O:55])=[CH:6]2)([CH2:3][CH3:4])[CH3:2]. (4) Given the reactants [Cl:1][C:2]1[CH:8]=[C:7]([CH3:9])[CH:6]=[C:5]([CH3:10])[C:3]=1[NH2:4].C(N(C(C)C)CC)(C)C.[Cl:20][CH2:21][CH2:22][CH2:23][CH2:24][C:25](Cl)=[O:26].CCCCCC, predict the reaction product. The product is: [Cl:1][C:2]1[CH:8]=[C:7]([CH3:9])[CH:6]=[C:5]([CH3:10])[C:3]=1[NH:4][C:25](=[O:26])[CH2:24][CH2:23][CH2:22][CH2:21][Cl:20]. (5) Given the reactants [F:1][C:2]1([F:52])[CH2:7][CH2:6][CH:5]([C:8]2[C:17]3[C@@H:16]([OH:18])[CH2:15][C:14]([CH3:20])([CH3:19])[CH2:13][C:12]=3[N:11]=[C:10]([CH:21]3[CH2:26][CH2:25][N:24]([C:27]4[N:32]=[CH:31][C:30]([O:33][CH2:34][CH2:35][C:36]([OH:39])([CH3:38])[CH3:37])=[CH:29][N:28]=4)[CH2:23][CH2:22]3)[C:9]=2[C@@H:40]([F:51])[C:41]2[CH:46]=[CH:45][C:44]([C:47]([F:50])([F:49])[F:48])=[CH:43][CH:42]=2)[CH2:4][CH2:3]1.[C:53]1([S:59](O)(=[O:61])=[O:60])[CH:58]=[CH:57][CH:56]=[CH:55][CH:54]=1, predict the reaction product. The product is: [C:53]1([S:59]([O:18][C@H:16]2[CH2:15][C:14]([CH3:19])([CH3:20])[CH2:13][C:12]3[N:11]=[C:10]([CH:21]4[CH2:22][CH2:23][N:24]([C:27]5[N:32]=[CH:31][C:30]([O:33][CH2:34][CH2:35][C:36]([OH:39])([CH3:37])[CH3:38])=[CH:29][N:28]=5)[CH2:25][CH2:26]4)[C:9]([C@@H:40]([F:51])[C:41]4[CH:46]=[CH:45][C:44]([C:47]([F:49])([F:48])[F:50])=[CH:43][CH:42]=4)=[C:8]([CH:5]4[CH2:4][CH2:3][C:2]([F:1])([F:52])[CH2:7][CH2:6]4)[C:17]2=3)(=[O:61])=[O:60])[CH:58]=[CH:57][CH:56]=[CH:55][CH:54]=1. (6) Given the reactants [Br:1][C:2]1[CH:7]=[CH:6][C:5](I)=[C:4]([Cl:9])[CH:3]=1.C([Mg]Cl)(C)C.[CH:15]1([C:18](Cl)=[O:19])[CH2:17][CH2:16]1.[Al+3].[Cl-].[Cl-].[Cl-].[Li+].[Cl-].[NH4+].[Cl-], predict the reaction product. The product is: [Br:1][C:2]1[CH:7]=[CH:6][C:5]([C:18]([CH:15]2[CH2:17][CH2:16]2)=[O:19])=[C:4]([Cl:9])[CH:3]=1. (7) Given the reactants Cl[C:2]([O:4][C:5]1[CH:10]=[CH:9][C:8]([N+:11]([O-:13])=[O:12])=[CH:7][CH:6]=1)=[O:3].C(N(C(C)C)CC)(C)C.[CH2:23]([O:25][C@@H:26]([CH2:31][C:32]1[CH:37]=[CH:36][C:35]([C:38]2[CH:43]=[CH:42][CH:41]=[C:40]([NH:44][CH3:45])[N:39]=2)=[CH:34][CH:33]=1)[C:27]([O:29][CH3:30])=[O:28])[CH3:24].O, predict the reaction product. The product is: [CH2:23]([O:25][C@@H:26]([CH2:31][C:32]1[CH:37]=[CH:36][C:35]([C:38]2[CH:43]=[CH:42][CH:41]=[C:40]([N:44]([CH3:45])[C:2]([O:4][C:5]3[CH:10]=[CH:9][C:8]([N+:11]([O-:13])=[O:12])=[CH:7][CH:6]=3)=[O:3])[N:39]=2)=[CH:34][CH:33]=1)[C:27]([O:29][CH3:30])=[O:28])[CH3:24]. (8) Given the reactants [O:1]=[C:2]1[NH:11][C:10]2[C:5](=[CH:6][C:7]([C:12]([OH:14])=O)=[CH:8][CH:9]=2)[N:4]2[CH:15]=[CH:16][CH:17]=[C:3]12.[CH2:18]([NH2:25])[C:19]1[CH:24]=[CH:23][CH:22]=[CH:21][CH:20]=1, predict the reaction product. The product is: [CH2:18]([NH:25][C:12]([C:7]1[CH:6]=[C:5]2[C:10]([NH:11][C:2](=[O:1])[C:3]3[N:4]2[CH:15]=[CH:16][CH:17]=3)=[CH:9][CH:8]=1)=[O:14])[C:19]1[CH:24]=[CH:23][CH:22]=[CH:21][CH:20]=1. (9) Given the reactants C([O:3][C:4]([C:6]1([NH:16][C:17](=[O:29])[C:18]2[CH:23]=[CH:22][CH:21]=[C:20]([CH3:24])[C:19]=2[O:25][CH:26]([CH3:28])[CH3:27])[CH2:15][C:9]2=[C:10]([CH3:14])[S:11][C:12]([CH3:13])=[C:8]2[CH2:7]1)=[O:5])C.[OH-].[K+].O, predict the reaction product. The product is: [CH:26]([O:25][C:19]1[C:20]([CH3:24])=[CH:21][CH:22]=[CH:23][C:18]=1[C:17]([NH:16][C:6]1([C:4]([OH:5])=[O:3])[CH2:7][C:8]2=[C:12]([CH3:13])[S:11][C:10]([CH3:14])=[C:9]2[CH2:15]1)=[O:29])([CH3:28])[CH3:27].